Dataset: Catalyst prediction with 721,799 reactions and 888 catalyst types from USPTO. Task: Predict which catalyst facilitates the given reaction. (1) Reactant: [Br:1][C:2]1[CH:7]=[C:6]([F:8])[CH:5]=[CH:4][C:3]=1[CH3:9].[Br:10]N1C(=O)CCC1=O.C(OOC(=O)C1C=CC=CC=1)(=O)C1C=CC=CC=1. Product: [Br:1][C:2]1[CH:7]=[C:6]([F:8])[CH:5]=[CH:4][C:3]=1[CH2:9][Br:10]. The catalyst class is: 53. (2) Reactant: [NH:1]1[CH2:4][CH:3]([N:5]2[CH:9]=[C:8]([C:10]3[CH:11]=[C:12]4[C:18]([CH:19]([C:21]5[C:26]([Cl:27])=[CH:25][CH:24]=[C:23]([F:28])[C:22]=5[Cl:29])[CH3:20])=[CH:17][NH:16][C:13]4=[N:14][CH:15]=3)[CH:7]=[N:6]2)[CH2:2]1.C[Si]([N:34]=[C:35]=[O:36])(C)C.CCN(C(C)C)C(C)C. Product: [Cl:29][C:22]1[C:23]([F:28])=[CH:24][CH:25]=[C:26]([Cl:27])[C:21]=1[CH:19]([C:18]1[C:12]2[C:13](=[N:14][CH:15]=[C:10]([C:8]3[CH:7]=[N:6][N:5]([CH:3]4[CH2:2][N:1]([C:35]([NH2:34])=[O:36])[CH2:4]4)[CH:9]=3)[CH:11]=2)[NH:16][CH:17]=1)[CH3:20]. The catalyst class is: 2. (3) Product: [N:12]([CH:9]1[CH2:10][CH2:11][N:5]([S:2]([CH3:1])(=[O:4])=[O:3])[CH2:6][CH:7]1[OH:8])=[N+:13]=[N-:14]. Reactant: [CH3:1][S:2]([N:5]1[CH2:11][CH2:10][CH:9]2[CH:7]([O:8]2)[CH2:6]1)(=[O:4])=[O:3].[N-:12]=[N+:13]=[N-:14].[Na+].O. The catalyst class is: 9. (4) Reactant: [Cl:1][C:2]1[CH:7]=[CH:6][C:5]([S:8]([CH:11]([C:15]2[CH:20]=[C:19]([F:21])[CH:18]=[CH:17][C:16]=2[F:22])[CH2:12][CH2:13][OH:14])(=[O:10])=[O:9])=[CH:4][CH:3]=1.N1C=CC=CC=1.Cl[C:30](OC1C=CC([N+]([O-])=O)=CC=1)=[O:31].[OH:42][CH:43]1[CH2:48][CH2:47][NH:46][CH2:45][CH2:44]1. Product: [OH:42][CH:43]1[CH2:48][CH2:47][N:46]([C:30]([O:14][CH2:13][CH2:12][CH:11]([S:8]([C:5]2[CH:4]=[CH:3][C:2]([Cl:1])=[CH:7][CH:6]=2)(=[O:10])=[O:9])[C:15]2[CH:20]=[C:19]([F:21])[CH:18]=[CH:17][C:16]=2[F:22])=[O:31])[CH2:45][CH2:44]1. The catalyst class is: 841. (5) Reactant: [Cl:1][C:2]1[CH:8]=[C:7]([O:9][C:10]2[S:14][N:13]=[C:12]([CH2:15][CH2:16][C:17]3[CH:22]=[CH:21][C:20]([Cl:23])=[CH:19][CH:18]=3)[N:11]=2)[C:6]([CH3:24])=[CH:5][C:3]=1[NH2:4].CO.O([CH:29](OC)[N:30]1[CH2:35][CH2:34][CH2:33][CH2:32][CH2:31]1)C. Product: [Cl:1][C:2]1[CH:8]=[C:7]([O:9][C:10]2[S:14][N:13]=[C:12]([CH2:15][CH2:16][C:17]3[CH:22]=[CH:21][C:20]([Cl:23])=[CH:19][CH:18]=3)[N:11]=2)[C:6]([CH3:24])=[CH:5][C:3]=1/[N:4]=[CH:29]\[N:30]1[CH2:35][CH2:34][CH2:33][CH2:32][CH2:31]1. The catalyst class is: 11. (6) Reactant: [C:14]([OH:16])(=[O:15])[C:13]1[CH:17]=[CH:18][C:10]([S:9][S:9][C:10]2[CH:18]=[CH:17][C:13]([C:14]([OH:16])=[O:15])=[CH:12][N:11]=2)=[N:11][CH:12]=1.[BH4-].[Na+].I[CH:24]([CH3:26])[CH3:25]. Product: [CH:24]([S:9][C:10]1[CH:18]=[CH:17][C:13]([C:14]([OH:16])=[O:15])=[CH:12][N:11]=1)([CH3:26])[CH3:25]. The catalyst class is: 3. (7) Reactant: [CH2:1]([NH:8][CH2:9][CH2:10][OH:11])[C:2]1[CH:7]=[CH:6][CH:5]=[CH:4][CH:3]=1.[OH-].[Na+].[C:14](O[C:14]([O:16][C:17]([CH3:20])([CH3:19])[CH3:18])=[O:15])([O:16][C:17]([CH3:20])([CH3:19])[CH3:18])=[O:15]. Product: [CH2:1]([N:8]([CH2:9][CH2:10][OH:11])[C:14](=[O:15])[O:16][C:17]([CH3:20])([CH3:19])[CH3:18])[C:2]1[CH:7]=[CH:6][CH:5]=[CH:4][CH:3]=1. The catalyst class is: 38.